This data is from HIV replication inhibition screening data with 41,000+ compounds from the AIDS Antiviral Screen. The task is: Binary Classification. Given a drug SMILES string, predict its activity (active/inactive) in a high-throughput screening assay against a specified biological target. (1) The compound is COc1cc(CNc2ccc(SC)cc2)cc(OC)c1OC. The result is 0 (inactive). (2) The result is 0 (inactive). The drug is COCCCNC1=C(C#N)C(=O)NC2(CCCC2)S1.